From a dataset of Full USPTO retrosynthesis dataset with 1.9M reactions from patents (1976-2016). Predict the reactants needed to synthesize the given product. (1) Given the product [C:2]([C:4]1[C:16]([N+:17]([O-:19])=[O:18])=[CH:15][CH:14]=[CH:13][C:5]=1[O:6][CH2:7][C@H:8]1[CH2:12][CH2:11][CH2:10][N:9]1[C:25]([NH:24][C:20]([CH3:23])([CH3:22])[CH3:21])=[O:26])#[N:3], predict the reactants needed to synthesize it. The reactants are: [Cl-].[C:2]([C:4]1[C:16]([N+:17]([O-:19])=[O:18])=[CH:15][CH:14]=[CH:13][C:5]=1[O:6][CH2:7][C@H:8]1[CH2:12][CH2:11][CH2:10][NH2+:9]1)#[N:3].[C:20]([N:24]=[C:25]=[O:26])([CH3:23])([CH3:22])[CH3:21]. (2) Given the product [CH3:1][C:2]1[N:3]=[C:4]([C:25]2[CH:26]=[CH:27][CH:28]=[CH:29][CH:30]=2)[O:5][C:6]=1[CH2:7][CH2:8][O:9][C:10]1[CH:11]=[C:12]2[C:16](=[CH:17][CH:18]=1)[C@H:15]([CH2:19][C:20]([OH:22])=[O:21])[CH2:14][CH2:13]2, predict the reactants needed to synthesize it. The reactants are: [CH3:1][C:2]1[N:3]=[C:4]([C:25]2[CH:30]=[CH:29][CH:28]=[CH:27][CH:26]=2)[O:5][C:6]=1[CH2:7][CH2:8][O:9][C:10]1[CH:11]=[C:12]2[C:16](=[CH:17][CH:18]=1)[C@H:15]([CH2:19][C:20]([O:22]CC)=[O:21])[CH2:14][CH2:13]2.[Li+].[OH-].O.Cl.